Dataset: Catalyst prediction with 721,799 reactions and 888 catalyst types from USPTO. Task: Predict which catalyst facilitates the given reaction. (1) Reactant: [O:1]=[C:2]1[CH:7]=[C:6]([C:8]2[CH:13]=[CH:12][C:11]([C:14]([F:17])([F:16])[F:15])=[CH:10][N:9]=2)[CH:5]=[CH:4][N:3]1[C:18]1[CH:19]=[CH:20][C:21]2[C:22]3[CH2:31][N:30](C(OC(C)(C)C)=O)[CH2:29][CH2:28][CH2:27][C:23]=3[NH:24][C:25]=2[CH:26]=1.[ClH:39]. Product: [ClH:39].[CH2:31]1[C:22]2[C:21]3[CH:20]=[CH:19][C:18]([N:3]4[CH:4]=[CH:5][C:6]([C:8]5[CH:13]=[CH:12][C:11]([C:14]([F:17])([F:16])[F:15])=[CH:10][N:9]=5)=[CH:7][C:2]4=[O:1])=[CH:26][C:25]=3[NH:24][C:23]=2[CH2:27][CH2:28][CH2:29][NH:30]1. The catalyst class is: 5. (2) Reactant: [F:1][C:2]1[CH:7]=[C:6](I)[CH:5]=[CH:4][C:3]=1[NH:9][S:10]([CH3:13])(=[O:12])=[O:11].[C:14]([Zn]C#N)#[N:15]. Product: [C:14]([C:6]1[CH:5]=[CH:4][C:3]([NH:9][S:10]([CH3:13])(=[O:12])=[O:11])=[C:2]([F:1])[CH:7]=1)#[N:15]. The catalyst class is: 128. (3) Reactant: C1C2C(COC(=O)[NH:17][C:18]3[CH:23]=[CH:22][C:21]([S:24][C:25]4[CH:30]=[CH:29][C:28]([C:31](=[O:42])[NH:32][C:33]5[S:34][C:35]([C:38]([F:41])([F:40])[F:39])=[N:36][N:37]=5)=[CH:27][C:26]=4[NH:43][C:44]4[C:45]5[CH:53]=[CH:52][C:51]([CH:54]([CH3:56])[CH3:55])=[N:50][C:46]=5[N:47]=[CH:48][N:49]=4)=[CH:20][CH:19]=3)C3C(=CC=CC=3)C=2C=CC=1.O.[OH-].[Li+].Cl. Product: [NH2:17][C:18]1[CH:19]=[CH:20][C:21]([S:24][C:25]2[CH:30]=[CH:29][C:28]([C:31]([NH:32][C:33]3[S:34][C:35]([C:38]([F:41])([F:40])[F:39])=[N:36][N:37]=3)=[O:42])=[CH:27][C:26]=2[NH:43][C:44]2[C:45]3[CH:53]=[CH:52][C:51]([CH:54]([CH3:56])[CH3:55])=[N:50][C:46]=3[N:47]=[CH:48][N:49]=2)=[CH:22][CH:23]=1. The catalyst class is: 708.